Predict the reaction yield, written as a fraction of the theoretical maximum amount of product (1.0 means a 100% yield; for example, 0.34 means a 34% yield). From a dataset of Reaction yield outcomes from USPTO patents with 853,638 reactions. (1) The yield is 0.440. The catalyst is O1CCOCC1. The reactants are [F:1][C:2]1[CH:7]=[CH:6][C:5]([CH2:8][C:9](=O)[CH3:10])=[C:4]([N+:12]([O-])=O)[CH:3]=1.[Sn](Cl)Cl.[C]=O. The product is [F:1][C:2]1[CH:3]=[C:4]2[C:5]([CH:8]=[C:9]([CH3:10])[NH:12]2)=[CH:6][CH:7]=1. (2) The catalyst is CN(C)C=O. The product is [CH2:18]([C:3]1[C:4]([CH3:17])=[C:5]([C:15]#[N:16])[C:6]2[N:10]([C:2]=1[N:30]1[CH2:31][CH:28]([N:27]([CH3:32])[CH3:26])[CH2:29]1)[C:9]1[CH:11]=[CH:12][CH:13]=[CH:14][C:8]=1[N:7]=2)[CH2:19][CH2:20][CH2:21][CH2:22][CH3:23]. The yield is 0.430. The reactants are Cl[C:2]1[N:10]2[C:6](=[N:7][C:8]3[CH:14]=[CH:13][CH:12]=[CH:11][C:9]=32)[C:5]([C:15]#[N:16])=[C:4]([CH3:17])[C:3]=1[CH2:18][CH2:19][CH2:20][CH2:21][CH2:22][CH3:23].Cl.Cl.[CH3:26][N:27]([CH3:32])[CH:28]1[CH2:31][NH:30][CH2:29]1.C(N(CC)CC)C.